This data is from Peptide-MHC class II binding affinity with 134,281 pairs from IEDB. The task is: Regression. Given a peptide amino acid sequence and an MHC pseudo amino acid sequence, predict their binding affinity value. This is MHC class II binding data. (1) The peptide sequence is GGESFGIVVAWKVRL. The MHC is HLA-DQA10501-DQB10301 with pseudo-sequence HLA-DQA10501-DQB10301. The binding affinity (normalized) is 0.285. (2) The peptide sequence is SSYAATEVANAAAAS. The MHC is DRB1_1201 with pseudo-sequence DRB1_1201. The binding affinity (normalized) is 0.0330. (3) The peptide sequence is LEKGRLYQIKIQYQRENPTE. The MHC is DRB1_0404 with pseudo-sequence DRB1_0404. The binding affinity (normalized) is 0.754. (4) The peptide sequence is FETIVVTVDSLPEFK. The MHC is DRB4_0101 with pseudo-sequence DRB4_0103. The binding affinity (normalized) is 0.344. (5) The peptide sequence is FSGVAATESAYLAYR. The MHC is DRB1_1501 with pseudo-sequence DRB1_1501. The binding affinity (normalized) is 0.610.